This data is from HIV replication inhibition screening data with 41,000+ compounds from the AIDS Antiviral Screen. The task is: Binary Classification. Given a drug SMILES string, predict its activity (active/inactive) in a high-throughput screening assay against a specified biological target. (1) The molecule is CN1B(c2ccccc2)N(C)C(=O)N(C)C1=O. The result is 0 (inactive). (2) The compound is N=C(N)NS(=O)(=O)c1ccc(NNC(=O)c2cccc3c(=O)c4ccccc4[nH]c23)cc1. The result is 0 (inactive). (3) The drug is CCOC(=O)C(CCC1NC(C(N)=O)Cc2c1[nH]c1ccccc21)C(=O)OCC. The result is 0 (inactive). (4) The result is 0 (inactive). The molecule is COC12c3ccccc3-c3ccccc3C1C1C(=O)OC(=O)C12. (5) The result is 0 (inactive). The molecule is CC(=O)Nc1c(C#N)c2n(c1C(=O)Nc1ccc(Cl)cc1)CCC2. (6) The molecule is CCC1(CC)CC(=NNS(=O)(=O)c2ccc(C)cc2)C1. The result is 0 (inactive). (7) The compound is Cl.O=C1CCCCC1CN1CCOCC1. The result is 0 (inactive). (8) The molecule is CC(=O)OC1SC(c2c(F)cccc2F)n2c1nc1ccccc12. The result is 1 (active). (9) The molecule is O=Nc1c(O)ccc2ccccc12. The result is 0 (inactive). (10) The compound is O=C1Nc2ccc(cc2)Cc2ccc(cc2)NC(=O)N2CCN(CC2)C(=O)Nc2ccc(cc2)Cc2ccc(cc2)NC(=O)N2CCN1CC2. The result is 0 (inactive).